Task: Regression. Given two drug SMILES strings and cell line genomic features, predict the synergy score measuring deviation from expected non-interaction effect.. Dataset: NCI-60 drug combinations with 297,098 pairs across 59 cell lines (1) Drug 1: CC12CCC3C(C1CCC2O)C(CC4=C3C=CC(=C4)O)CCCCCCCCCS(=O)CCCC(C(F)(F)F)(F)F. Drug 2: CC1=C2C(C(=O)C3(C(CC4C(C3C(C(C2(C)C)(CC1OC(=O)C(C(C5=CC=CC=C5)NC(=O)OC(C)(C)C)O)O)OC(=O)C6=CC=CC=C6)(CO4)OC(=O)C)O)C)O. Cell line: CCRF-CEM. Synergy scores: CSS=20.3, Synergy_ZIP=16.8, Synergy_Bliss=14.7, Synergy_Loewe=1.83, Synergy_HSA=-1.31. (2) Drug 1: CN(CC1=CN=C2C(=N1)C(=NC(=N2)N)N)C3=CC=C(C=C3)C(=O)NC(CCC(=O)O)C(=O)O. Drug 2: C1=NC2=C(N1)C(=S)N=CN2. Cell line: RXF 393. Synergy scores: CSS=29.4, Synergy_ZIP=-8.68, Synergy_Bliss=-7.11, Synergy_Loewe=-5.02, Synergy_HSA=-2.80.